This data is from Blood-brain barrier permeability regression values from the B3DB database. The task is: Regression/Classification. Given a drug SMILES string, predict its absorption, distribution, metabolism, or excretion properties. Task type varies by dataset: regression for continuous measurements (e.g., permeability, clearance, half-life) or binary classification for categorical outcomes (e.g., BBB penetration, CYP inhibition). For this dataset (b3db_regression), we predict Y. (1) The Y is 1.00 log(BB ratio). The drug is CC(C)(C)OC(=O)CCCC1=CC=C(C=C1)N(CCCl)CCCl. (2) The molecule is CC1=CC=CC=C1NC2=NCCN2. The Y is -1.39 log(BB ratio).